This data is from NCI-60 drug combinations with 297,098 pairs across 59 cell lines. The task is: Regression. Given two drug SMILES strings and cell line genomic features, predict the synergy score measuring deviation from expected non-interaction effect. (1) Drug 1: C1C(C(OC1N2C=NC3=C2NC=NCC3O)CO)O. Drug 2: B(C(CC(C)C)NC(=O)C(CC1=CC=CC=C1)NC(=O)C2=NC=CN=C2)(O)O. Cell line: EKVX. Synergy scores: CSS=32.7, Synergy_ZIP=-1.32, Synergy_Bliss=-4.50, Synergy_Loewe=-33.0, Synergy_HSA=-3.84. (2) Drug 2: CCN(CC)CCCC(C)NC1=C2C=C(C=CC2=NC3=C1C=CC(=C3)Cl)OC. Drug 1: CNC(=O)C1=NC=CC(=C1)OC2=CC=C(C=C2)NC(=O)NC3=CC(=C(C=C3)Cl)C(F)(F)F. Cell line: SF-295. Synergy scores: CSS=3.25, Synergy_ZIP=-2.91, Synergy_Bliss=-3.13, Synergy_Loewe=-18.8, Synergy_HSA=-6.01.